Dataset: Reaction yield outcomes from USPTO patents with 853,638 reactions. Task: Predict the reaction yield, written as a fraction of the theoretical maximum amount of product (1.0 means a 100% yield; for example, 0.34 means a 34% yield). (1) The reactants are [CH2:1]([C:3](=[CH:6][CH2:7][C:8]1[C:9]([O:21][CH2:22][CH2:23][Si:24]([CH3:27])([CH3:26])[CH3:25])=[C:10]2[C:14](=[C:15]([CH3:19])[C:16]=1[O:17][CH3:18])[CH2:13][O:12][C:11]2=[O:20])[CH:4]=[O:5])[CH3:2].[Li+].[BH4-]. The catalyst is CO.C1COCC1. The product is [OH:5][CH2:4][C:3]([CH2:1][CH3:2])=[CH:6][CH2:7][C:8]1[C:9]([O:21][CH2:22][CH2:23][Si:24]([CH3:25])([CH3:27])[CH3:26])=[C:10]2[C:14]([CH2:13][O:12][C:11]2=[O:20])=[C:15]([CH3:19])[C:16]=1[O:17][CH3:18]. The yield is 0.730. (2) The reactants are [N+:1]([C:4]1[CH:13]=[CH:12][CH:11]=[C:10]2[C:5]=1[CH:6]=[CH:7][N:8]=[CH:9]2)([O-])=O.[NH4+].[Cl-].C(OCC)(=O)C. The catalyst is CCO.O.[Fe]. The product is [NH2:1][C:4]1[CH:13]=[CH:12][CH:11]=[C:10]2[C:5]=1[CH:6]=[CH:7][N:8]=[CH:9]2. The yield is 0.540.